From a dataset of M1 muscarinic receptor agonist screen with 61,833 compounds. Binary Classification. Given a drug SMILES string, predict its activity (active/inactive) in a high-throughput screening assay against a specified biological target. (1) The result is 0 (inactive). The drug is S(c1n(CCCCC)c2c(n(c(=O)[nH]c2=O)C)n1)CCCC. (2) The result is 0 (inactive). The molecule is S=c1n(c(n[nH]1)CNC(=O)c1cc(OC)cc(OC)c1)c1ccccc1. (3) The molecule is o1c(nnc1c1ccccc1)c1cc(NC(=O)C)ccc1. The result is 0 (inactive). (4) The molecule is Fc1ccc(c2nc3c(c(C(OCC(=O)N4CCN(CC4)C(=O)c4occc4)=O)c2)cccc3)cc1. The result is 1 (active). (5) The compound is S1c2n(c3c(n(c(=O)n(c3=O)CC=C)C)n2)CC1. The result is 0 (inactive). (6) The molecule is Clc1ccc(S(=O)(=O)N(CC(=O)NCc2ncccc2)CC)cc1. The result is 0 (inactive).